Task: Predict the reaction yield, written as a fraction of the theoretical maximum amount of product (1.0 means a 100% yield; for example, 0.34 means a 34% yield).. Dataset: Reaction yield outcomes from USPTO patents with 853,638 reactions (1) The reactants are O[C:2]1[N:7]2[N:8]=[C:9]3[C:14]([CH:13]=[CH:12][CH:11]=[CH:10]3)=[C:6]2[N:5]=[C:4]([CH3:15])[C:3]=1[CH2:16][C:17]([O:19][CH3:20])=[O:18].CN(C)C1C=CC=CC=1.P(Cl)(Cl)([Cl:32])=O. No catalyst specified. The product is [Cl:32][C:2]1[N:7]2[N:8]=[C:9]3[C:14]([CH:13]=[CH:12][CH:11]=[CH:10]3)=[C:6]2[N:5]=[C:4]([CH3:15])[C:3]=1[CH2:16][C:17]([O:19][CH3:20])=[O:18]. The yield is 0.460. (2) The reactants are [NH2:1][C@H:2]([C:4]1[CH:12]=[CH:11][C:7]([C:8]([OH:10])=[O:9])=[C:6]([F:13])[CH:5]=1)[CH3:3].[C:14](O[C:14]([O:16][C:17]([CH3:20])([CH3:19])[CH3:18])=[O:15])([O:16][C:17]([CH3:20])([CH3:19])[CH3:18])=[O:15].C(=O)([O-])[O-].[Na+].[Na+]. The catalyst is O.C1COCC1. The product is [C:17]([O:16][C:14]([NH:1][C@H:2]([C:4]1[CH:12]=[CH:11][C:7]([C:8]([OH:10])=[O:9])=[C:6]([F:13])[CH:5]=1)[CH3:3])=[O:15])([CH3:20])([CH3:19])[CH3:18]. The yield is 0.301. (3) The reactants are C(OC([N:8]1[CH2:13][CH2:12][CH:11]([N:14]2[C:18]3=[N:19][C:20]([N:23]([CH3:25])[CH3:24])=[CH:21][CH:22]=[C:17]3[N:16]([CH3:26])[C:15]2=[O:27])[CH2:10][CH2:9]1)=O)(C)(C)C.C(O)(C(F)(F)F)=O. The catalyst is C(Cl)Cl. The product is [CH3:24][N:23]([CH3:25])[C:20]1[N:19]=[C:18]2[N:14]([CH:11]3[CH2:12][CH2:13][NH:8][CH2:9][CH2:10]3)[C:15](=[O:27])[N:16]([CH3:26])[C:17]2=[CH:22][CH:21]=1. The yield is 0.960. (4) The reactants are [Br:1][C:2]1[C:3]([CH3:13])=[C:4]([N+:10]([O-:12])=[O:11])[C:5]([O:8][CH3:9])=[N:6][CH:7]=1.C[O-].[Li+].CO[CH:19](OC)[N:20]([CH3:22])[CH3:21].O. The catalyst is CN(C)C=O. The product is [Br:1][C:2]1[C:3](/[CH:13]=[CH:19]/[N:20]([CH3:22])[CH3:21])=[C:4]([N+:10]([O-:12])=[O:11])[C:5]([O:8][CH3:9])=[N:6][CH:7]=1. The yield is 0.760. (5) The reactants are F[C:2](F)(F)[C:3]([OH:5])=[O:4].[CH2:8]([O:10][C:11](=[O:40])[C@H:12]([CH:19](COC(=O)C)[C:20]1[CH:25]=[CH:24][C:23]([NH:26]C(OC(C)(C)C)=O)=[C:22]([CH3:34])[CH:21]=1)[CH2:13][C:14]([O:16][CH2:17][CH3:18])=[O:15])[CH3:9].Cl[CH2:42]Cl. No catalyst specified. The product is [CH2:8]([O:10][C:11](=[O:40])[C@@H:12]([CH2:19][C:20]1[CH:25]=[CH:24][C:23]([NH2:26])=[C:22]([CH3:34])[C:21]=1[CH2:42][O:5][C:3](=[O:4])[CH3:2])[CH2:13][C:14]([O:16][CH2:17][CH3:18])=[O:15])[CH3:9]. The yield is 0.990. (6) The reactants are [Cl:1][C:2]1[CH:3]=[C:4]([OH:9])[CH:5]=[CH:6][C:7]=1[Cl:8].[H-].[Na+].Br[CH2:13][CH2:14][N:15]1C(=O)C2=CC=CC=C2C1=O.[OH-].[Na+].O.NN. The catalyst is CN(C=O)C.O. The product is [Cl:1][C:2]1[CH:3]=[C:4]([CH:5]=[CH:6][C:7]=1[Cl:8])[O:9][CH2:13][CH2:14][NH2:15]. The yield is 0.390. (7) The reactants are [C:1]1([C:7]([C:15]2[CH:20]=[CH:19][CH:18]=[CH:17][CH:16]=2)([C:9]2[CH:14]=[CH:13][CH:12]=[CH:11][CH:10]=2)Cl)[CH:6]=[CH:5][CH:4]=[CH:3][CH:2]=1.Cl.[CH2:22]([CH2:24][NH2:25])[OH:23].O. The catalyst is N1C=CC=CC=1. The product is [C:1]1([C:7]([C:15]2[CH:20]=[CH:19][CH:18]=[CH:17][CH:16]=2)([C:9]2[CH:14]=[CH:13][CH:12]=[CH:11][CH:10]=2)[O:23][CH2:22][CH2:24][NH2:25])[CH:6]=[CH:5][CH:4]=[CH:3][CH:2]=1. The yield is 0.280. (8) The reactants are [N:1]1[CH:6]=[CH:5][CH:4]=[C:3]([CH2:7][C@H:8]2[C@H:13]([NH:14][C:15]([C:17]3[O:18][C:19]4[CH:25]=[CH:24][CH:23]=[CH:22][C:20]=4[CH:21]=3)=[O:16])[CH:12]3[CH2:26][CH2:27][N:9]2[CH2:10][CH2:11]3)[CH:2]=1.ClCCl.[C:31]1([CH3:41])[CH:36]=[CH:35][C:34]([S:37]([OH:40])(=[O:39])=[O:38])=[CH:33][CH:32]=1.C(OC(C)C)(=O)C. The catalyst is O. The product is [C:31]1([CH3:41])[CH:32]=[CH:33][C:34]([S:37]([OH:40])(=[O:38])=[O:39])=[CH:35][CH:36]=1.[N:1]1[CH:6]=[CH:5][CH:4]=[C:3]([CH2:7][C@H:8]2[C@H:13]([NH:14][C:15]([C:17]3[O:18][C:19]4[CH:25]=[CH:24][CH:23]=[CH:22][C:20]=4[CH:21]=3)=[O:16])[CH:12]3[CH2:26][CH2:27][N:9]2[CH2:10][CH2:11]3)[CH:2]=1. The yield is 0.885. (9) The reactants are B(Br)(Br)[Br:2].[CH2:5]([C:7]1[CH:12]=[C:11]([O:13]C)[C:10]([F:15])=[CH:9][C:8]=1[C:16]1[CH:24]=[C:23]2[C:19]([C:20]([C:25]3[NH:26][C:27]4[CH2:32][CH2:31][NH:30][CH2:29][C:28]=4[N:33]=3)=[N:21][NH:22]2)=[CH:18][CH:17]=1)[CH3:6]. The catalyst is C(Cl)Cl. The product is [BrH:2].[BrH:2].[BrH:2].[CH2:5]([C:7]1[C:8]([C:16]2[CH:24]=[C:23]3[C:19]([C:20]([C:25]4[NH:26][C:27]5[CH2:32][CH2:31][NH:30][CH2:29][C:28]=5[N:33]=4)=[N:21][NH:22]3)=[CH:18][CH:17]=2)=[CH:9][C:10]([F:15])=[C:11]([OH:13])[CH:12]=1)[CH3:6]. The yield is 0.940. (10) The reactants are [Cl:1][C:2]1[CH:7]=[C:6](Cl)[N:5]2[N:9]=[C:10]([CH3:13])[C:11]([CH3:12])=[C:4]2[N:3]=1. The catalyst is C(O)(=O)C.O.[Zn]. The product is [Cl:1][C:2]1[CH:7]=[CH:6][N:5]2[N:9]=[C:10]([CH3:13])[C:11]([CH3:12])=[C:4]2[N:3]=1. The yield is 0.760.